The task is: Predict the reaction yield, written as a fraction of the theoretical maximum amount of product (1.0 means a 100% yield; for example, 0.34 means a 34% yield).. This data is from Reaction yield outcomes from USPTO patents with 853,638 reactions. (1) The reactants are Br[CH2:2][C:3]1[CH:4]=[C:5]([CH:8]=[C:9]([N+:11]([O-:13])=[O:12])[CH:10]=1)[C:6]#[N:7].[NH:14]1[CH2:19][CH2:18][O:17][CH2:16][CH2:15]1.C(N(CC)CC)C. The catalyst is C(Cl)Cl. The product is [O:17]1[CH2:18][CH2:19][N:14]([CH2:2][C:3]2[CH:4]=[C:5]([CH:8]=[C:9]([N+:11]([O-:13])=[O:12])[CH:10]=2)[C:6]#[N:7])[CH2:15][CH2:16]1. The yield is 0.850. (2) The reactants are CN(C(ON1N=NC2C=CC=NC1=2)=[N+](C)C)C.F[P-](F)(F)(F)(F)F.[F:25][C:26]1[CH:27]=[C:28]([NH:37][C:38]([C@H:40]2[C:49]3[C:44](=[CH:45][C:46]([O:50][CH3:51])=[CH:47][CH:48]=3)[CH2:43][CH2:42][NH:41]2)=[O:39])[CH:29]=[C:30]([F:36])[C:31]=1[Si:32]([CH3:35])([CH3:34])[CH3:33].CCN(C(C)C)C(C)C.[C@H:61]1([C:68](O)=[O:69])[CH2:64][C@H:63]([C:65]([OH:67])=[O:66])[CH2:62]1. The catalyst is CN(C=O)C.O.C(#N)C.O. The product is [F:25][C:26]1[CH:27]=[C:28]([NH:37][C:38]([C@H:40]2[C:49]3[C:44](=[CH:45][C:46]([O:50][CH3:51])=[CH:47][CH:48]=3)[CH2:43][CH2:42][N:41]2[C:68]([C@H:61]2[CH2:64][C@H:63]([C:65]([OH:67])=[O:66])[CH2:62]2)=[O:69])=[O:39])[CH:29]=[C:30]([F:36])[C:31]=1[Si:32]([CH3:33])([CH3:35])[CH3:34]. The yield is 0.121. (3) The reactants are C(N([P:8]([N:10]([CH:14]([CH3:16])[CH3:15])[CH:11]([CH3:13])[CH3:12])[Cl:9])C(C)C)(C)C.P(Cl)(Cl)[Cl:18]. The catalyst is C(#N)C. The product is [CH:11]([N:10]([P:8]([Cl:18])[Cl:9])[CH:14]([CH3:16])[CH3:15])([CH3:13])[CH3:12]. The yield is 0.810. (4) The reactants are [NH2:1][C:2]1[CH:3]=[C:4]([N:8]2[C:12]3=[N:13][CH:14]=[N:15][C:16]([NH2:17])=[C:11]3[CH:10]=[N:9]2)[CH:5]=[CH:6][CH:7]=1.[S:18]1[CH:22]=[CH:21][CH:20]=[C:19]1[C:23](O)=[O:24].Cl.CN(C)CCCN=C=NCC.ON1C2C=CC=CC=2N=N1. The catalyst is CN(C=O)C.CO. The product is [NH2:17][C:16]1[N:15]=[CH:14][N:13]=[C:12]2[N:8]([C:4]3[CH:3]=[C:2]([NH:1][C:23]([C:19]4[S:18][CH:22]=[CH:21][CH:20]=4)=[O:24])[CH:7]=[CH:6][CH:5]=3)[N:9]=[CH:10][C:11]=12. The yield is 0.110. (5) The reactants are [CH3:1][O:2][C:3]([C:5]1[C:18]([NH:19][C:20]2[CH:25]=[CH:24][C:23]([Br:26])=[CH:22][C:21]=2[Cl:27])=[C:17]([F:28])[C:8]2[N:9]=[CH:10][N:11]([CH2:12][CH2:13][C:14](O)=[O:15])[C:7]=2[CH:6]=1)=[O:4].[CH:29]1[CH:30]=CC2N(O)N=[N:35][C:33]=2[CH:34]=1.O.CCN(CC)CC.N1CCCC1.CCN=C=NCCCN(C)C. The catalyst is CN(C=O)C.CCOC(C)=O.O. The product is [CH3:1][O:2][C:3]([C:5]1[C:18]([NH:19][C:20]2[CH:25]=[CH:24][C:23]([Br:26])=[CH:22][C:21]=2[Cl:27])=[C:17]([F:28])[C:8]2[N:9]=[CH:10][N:11]([CH2:12][CH2:13][C:14](=[O:15])[N:35]3[CH2:30][CH2:29][CH2:34][CH2:33]3)[C:7]=2[CH:6]=1)=[O:4]. The yield is 0.670.